From a dataset of Full USPTO retrosynthesis dataset with 1.9M reactions from patents (1976-2016). Predict the reactants needed to synthesize the given product. (1) Given the product [Br:1][C:2]1[CH:7]=[CH:6][C:5]([CH2:8][CH3:9])=[C:4]([Cl:10])[CH:3]=1, predict the reactants needed to synthesize it. The reactants are: [Br:1][C:2]1[CH:7]=[CH:6][C:5]([CH:8]=[CH2:9])=[C:4]([Cl:10])[CH:3]=1.[H][H]. (2) Given the product [Br:10][C:9]1[CH:2]=[C:3]([CH:6]=[C:7]([N+:11]([O-:13])=[O:12])[CH:8]=1)[C:4]#[N:5], predict the reactants needed to synthesize it. The reactants are: N[C:2]1[C:9]([Br:10])=[CH:8][C:7]([N+:11]([O-:13])=[O:12])=[CH:6][C:3]=1[C:4]#[N:5].OS(O)(=O)=O.N([O-])=O.[Na+].CCOC(C)=O.